This data is from Catalyst prediction with 721,799 reactions and 888 catalyst types from USPTO. The task is: Predict which catalyst facilitates the given reaction. (1) Reactant: [NH2:1][C@H:2]([C:5]([OH:7])=[O:6])[CH2:3][SH:4].[O:8]1[CH2:13][CH2:12][C:11](=O)[CH2:10][CH2:9]1. Product: [S:4]1[C:11]2([CH2:12][CH2:13][O:8][CH2:9][CH2:10]2)[NH:1][CH:2]([C:5]([OH:7])=[O:6])[CH2:3]1. The catalyst class is: 315. (2) Reactant: C(=O)([O-])[O-].[K+].[K+].O.[N:8]1([C:14]2[CH:15]=[CH:16][C:17]3[O:21][C:20]([C:22]([NH2:24])=[O:23])=[CH:19][C:18]=3[CH:25]=2)[CH2:13][CH2:12][NH:11][CH2:10][CH2:9]1.Cl[CH2:27][CH2:28][CH2:29][CH2:30][C:31]1[C:39]2[C:34](=[CH:35][CH:36]=[C:37]([C:40]#[N:41])[CH:38]=2)[NH:33][CH:32]=1. Product: [C:40]([C:37]1[CH:38]=[C:39]2[C:34](=[CH:35][CH:36]=1)[NH:33][CH:32]=[C:31]2[CH2:30][CH2:29][CH2:28][CH2:27][N:11]1[CH2:10][CH2:9][N:8]([C:14]2[CH:15]=[CH:16][C:17]3[O:21][C:20]([C:22]([NH2:24])=[O:23])=[CH:19][C:18]=3[CH:25]=2)[CH2:13][CH2:12]1)#[N:41]. The catalyst class is: 11.